From a dataset of Full USPTO retrosynthesis dataset with 1.9M reactions from patents (1976-2016). Predict the reactants needed to synthesize the given product. (1) Given the product [CH2:12]([C:11]1[C:5]([C:6]([O:8][CH2:9][CH3:10])=[O:7])=[CH:4][NH:2][N:17]=1)[CH:13]([CH3:15])[CH3:14], predict the reactants needed to synthesize it. The reactants are: C[N:2]([CH:4]=[C:5]([C:11](=O)[CH2:12][CH:13]([CH3:15])[CH3:14])[C:6]([O:8][CH2:9][CH3:10])=[O:7])C.[NH2:17]N. (2) Given the product [NH2:12][C:10]1[O:7][C:6]([C:3]2[CH:4]=[CH:5][O:1][CH:2]=2)=[N:8][N:9]=1, predict the reactants needed to synthesize it. The reactants are: [O:1]1[CH:5]=[CH:4][C:3]([C:6]([NH:8][NH:9][C:10]([NH2:12])=S)=[O:7])=[CH:2]1.[OH-].[Na+].BrN1C(C)(C)C(=O)N(Br)C1=O.[I-].[K+].S(=O)(O)[O-].[Na+].[Cl-].[Na+]. (3) Given the product [C:18]([Si:22]([CH3:25])([CH3:24])[O:17][CH2:16][CH2:15][NH:14][C:7]1[CH:6]=[CH:5][C:4]2[C:9](=[CH:10][C:11]([O:12][CH3:13])=[C:2]([NH2:1])[CH:3]=2)[N:8]=1)([CH3:21])([CH3:20])[CH3:19], predict the reactants needed to synthesize it. The reactants are: [NH2:1][C:2]1[CH:3]=[C:4]2[C:9](=[CH:10][C:11]=1[O:12][CH3:13])[N:8]=[C:7]([NH:14][CH2:15][CH2:16][OH:17])[CH:6]=[CH:5]2.[C:18]([Si:22]([CH3:25])([CH3:24])Cl)([CH3:21])([CH3:20])[CH3:19].N1C=CN=C1.